Dataset: Peptide-MHC class I binding affinity with 185,985 pairs from IEDB/IMGT. Task: Regression. Given a peptide amino acid sequence and an MHC pseudo amino acid sequence, predict their binding affinity value. This is MHC class I binding data. The peptide sequence is HTLWKAGILY. The MHC is Patr-B0101 with pseudo-sequence Patr-B0101. The binding affinity (normalized) is 0.105.